Task: Predict the reactants needed to synthesize the given product.. Dataset: Full USPTO retrosynthesis dataset with 1.9M reactions from patents (1976-2016) (1) Given the product [N:8]([C:11]1[CH:16]=[CH:15][N:14]=[CH:13][C:12]=1/[CH:17]=[N:22]/[C:21]1[C:20]([Cl:19])=[CH:26][C:25]([S:27]([CH3:30])(=[O:29])=[O:28])=[CH:24][C:23]=1[Cl:31])=[N+:9]=[N-:10], predict the reactants needed to synthesize it. The reactants are: C(N(CC)CC)C.[N:8]([C:11]1[CH:16]=[CH:15][N:14]=[CH:13][C:12]=1[CH:17]=O)=[N+:9]=[N-:10].[Cl:19][C:20]1[CH:26]=[C:25]([S:27]([CH3:30])(=[O:29])=[O:28])[CH:24]=[C:23]([Cl:31])[C:21]=1[NH2:22]. (2) Given the product [Br:28][C:26]1[CH:25]=[CH:24][C:18]2[N:19]([C:20]([CH3:21])([CH3:23])[CH3:22])[C:15]([C:6]3[CH:5]=[C:4]([CH2:3][OH:2])[CH:9]=[CH:8][C:7]=3[N:10]3[CH:14]=[N:13][CH:12]=[N:11]3)=[N:16][C:17]=2[CH:27]=1, predict the reactants needed to synthesize it. The reactants are: C[O:2][C:3](=O)[C:4]1[CH:9]=[CH:8][C:7]([N:10]2[CH:14]=[N:13][CH:12]=[N:11]2)=[C:6]([C:15]2[N:19]([C:20]([CH3:23])([CH3:22])[CH3:21])[C:18]3[CH:24]=[CH:25][C:26]([Br:28])=[CH:27][C:17]=3[N:16]=2)[CH:5]=1.[H-].[Al+3].[Li+].[H-].[H-].[H-]. (3) Given the product [CH3:18][N:19]([C:9]1[CH:14]=[CH:13][N:12]=[C:11]([S:15][CH3:16])[N:10]=1)[C:20]1[N:21]=[N:22][CH:23]=[C:24]([C:26]2[CH:27]=[CH:28][CH:29]=[CH:30][CH:31]=2)[CH:25]=1, predict the reactants needed to synthesize it. The reactants are: ClC1N=C(N(C)[C:9]2[CH:14]=[CH:13][N:12]=[C:11]([S:15][CH3:16])[N:10]=2)C=CC=1.[CH3:18][NH:19][C:20]1[N:21]=[N:22][CH:23]=[C:24]([C:26]2[CH:31]=[CH:30][CH:29]=[CH:28][CH:27]=2)[CH:25]=1.